Dataset: Peptide-MHC class II binding affinity with 134,281 pairs from IEDB. Task: Regression. Given a peptide amino acid sequence and an MHC pseudo amino acid sequence, predict their binding affinity value. This is MHC class II binding data. (1) The peptide sequence is EEDIEIIPIQEEEE. The MHC is HLA-DQA10301-DQB10302 with pseudo-sequence HLA-DQA10301-DQB10302. The binding affinity (normalized) is 0.740. (2) The peptide sequence is GATDVDGMAWFTPVG. The MHC is HLA-DQA10101-DQB10501 with pseudo-sequence HLA-DQA10101-DQB10501. The binding affinity (normalized) is 0.210. (3) The peptide sequence is PISVTAPPPQLPRPP. The MHC is HLA-DPA10201-DPB11401 with pseudo-sequence HLA-DPA10201-DPB11401. The binding affinity (normalized) is 0.147. (4) The peptide sequence is FLAVALVAGPAGSYA. The MHC is HLA-DQA10501-DQB10201 with pseudo-sequence HLA-DQA10501-DQB10201. The binding affinity (normalized) is 0.309. (5) The peptide sequence is GITIKKTGQALVVGI. The MHC is DRB1_0701 with pseudo-sequence DRB1_0701. The binding affinity (normalized) is 0.854. (6) The peptide sequence is KTFDTEYQKTKLNDW. The MHC is DRB1_0405 with pseudo-sequence DRB1_0405. The binding affinity (normalized) is 0.110.